Dataset: Full USPTO retrosynthesis dataset with 1.9M reactions from patents (1976-2016). Task: Predict the reactants needed to synthesize the given product. (1) The reactants are: [Cl:1][C:2]1[C:11]([F:12])=[CH:10][C:9]([NH2:13])=[C:8]2[C:3]=1[CH:4]=[CH:5][CH:6]=[N:7]2.[C:14]1([S:20](Cl)(=[O:22])=[O:21])[CH:19]=[CH:18][CH:17]=[CH:16][CH:15]=1. Given the product [Cl:1][C:2]1[C:11]([F:12])=[CH:10][C:9]([NH:13][S:20]([C:14]2[CH:19]=[CH:18][CH:17]=[CH:16][CH:15]=2)(=[O:22])=[O:21])=[C:8]2[C:3]=1[CH:4]=[CH:5][CH:6]=[N:7]2, predict the reactants needed to synthesize it. (2) Given the product [F:12][C:11]([F:14])([F:13])[S:8]([C:5]1[CH:6]=[CH:7][C:2]([C:23]#[N:24])=[CH:3][CH:4]=1)(=[NH:10])=[O:9], predict the reactants needed to synthesize it. The reactants are: F[C:2]1[CH:7]=[CH:6][C:5]([S:8]([C:11]([F:14])([F:13])[F:12])(=[NH:10])=[O:9])=[CH:4][CH:3]=1.C(=O)([O-])[O-].[K+].[K+].[I-].[K+].[C-:23]#[N:24].[K+]. (3) The reactants are: [H-].[Na+].Cl.[NH2:4][C:5]([NH2:7])=[NH:6].C([O:12][C:13](=[O:37])[CH:14]([CH2:30][C:31]1[CH:36]=[CH:35][CH:34]=[CH:33][CH:32]=1)[NH:15][C:16]([C:18]1[CH:27]=[C:26]2[C:21]([C:22]([Cl:29])=[CH:23][N:24]=[C:25]2Cl)=[CH:20][CH:19]=1)=[O:17])(C)(C)C.O. Given the product [CH2:16]([O:12][C:13](=[O:37])[CH:14]([CH2:30][C:31]1[CH:32]=[CH:33][CH:34]=[CH:35][CH:36]=1)[NH:15][C:16]([C:18]1[CH:27]=[C:26]2[C:21]([C:22]([Cl:29])=[CH:23][N:24]=[C:25]2[NH:6][C:5]([NH2:7])=[NH:4])=[CH:20][CH:19]=1)=[O:17])[CH:18]([CH3:27])[CH3:19], predict the reactants needed to synthesize it. (4) Given the product [CH2:1]([C:4]1[C:9]([Cl:10])=[N:8][CH:7]=[N:6][C:5]=1[C:17]1[CH:22]=[CH:21][CH:20]=[CH:19][N:18]=1)[CH:2]=[CH2:3], predict the reactants needed to synthesize it. The reactants are: [CH2:1]([C:4]1[C:5](Cl)=[N:6][CH:7]=[N:8][C:9]=1[Cl:10])[CH:2]=[CH2:3].C([Sn](CCCC)(CCCC)[C:17]1[CH:22]=[CH:21][CH:20]=[CH:19][N:18]=1)CCC.